From a dataset of Forward reaction prediction with 1.9M reactions from USPTO patents (1976-2016). Predict the product of the given reaction. (1) Given the reactants CCN=C=NCCCN(C)C.Cl.[Br:13][C:14]1[CH:22]=[C:18]([C:19]([OH:21])=O)[C:17]([OH:23])=[CH:16][CH:15]=1.[NH2:24][CH:25]1[CH2:33][C:32]2[C:27](=[CH:28][CH:29]=[C:30]([C:34]([N:36]3[CH2:41][CH2:40][O:39][CH2:38][CH2:37]3)=[O:35])[CH:31]=2)[CH2:26]1.C(N(CC)CC)C, predict the reaction product. The product is: [Br:13][C:14]1[CH:15]=[CH:16][C:17]([OH:23])=[C:18]([CH:22]=1)[C:19]([NH:24][CH:25]1[CH2:33][C:32]2[C:27](=[CH:28][CH:29]=[C:30]([C:34]([N:36]3[CH2:37][CH2:38][O:39][CH2:40][CH2:41]3)=[O:35])[CH:31]=2)[CH2:26]1)=[O:21]. (2) Given the reactants C(OC(=O)[NH:7][C:8]1[S:9][C:10]([C:34]2[CH:39]=[CH:38][CH:37]=[CH:36][CH:35]=2)=[CH:11][C:12]=1[C:13]([N:15]1[CH2:20][CH2:19][CH:18]([N:21]2[CH2:33][CH2:32][CH2:31][C:23]3([C:27](=[O:28])[O:26][C:25]([CH3:30])([CH3:29])[CH2:24]3)[CH2:22]2)[CH2:17][CH2:16]1)=[O:14])(C)(C)C.C(=O)([O-])O.[Na+], predict the reaction product. The product is: [NH2:7][C:8]1[S:9][C:10]([C:34]2[CH:35]=[CH:36][CH:37]=[CH:38][CH:39]=2)=[CH:11][C:12]=1[C:13]([N:15]1[CH2:16][CH2:17][CH:18]([N:21]2[CH2:33][CH2:32][CH2:31][C:23]3([C:27](=[O:28])[O:26][C:25]([CH3:29])([CH3:30])[CH2:24]3)[CH2:22]2)[CH2:19][CH2:20]1)=[O:14].